From a dataset of Reaction yield outcomes from USPTO patents with 853,638 reactions. Predict the reaction yield, written as a fraction of the theoretical maximum amount of product (1.0 means a 100% yield; for example, 0.34 means a 34% yield). (1) The reactants are [NH2:1][C:2]1[CH:30]=[CH:29][C:5]([O:6][C:7]2[CH:12]=[CH:11][N:10]=[C:9]3[CH:13]=[C:14]([C:16]4[N:21]=[CH:20][C:19]([CH2:22][N:23]5[CH2:27][CH2:26][CH2:25][C:24]5=[O:28])=[CH:18][CH:17]=4)[S:15][C:8]=23)=[C:4]([F:31])[CH:3]=1.CCN(C(C)C)C(C)C.ClC(Cl)(O[C:45](=[O:51])OC(Cl)(Cl)Cl)Cl.[NH2:53][C:54]1[CH:55]=[C:56]([CH:60]=[CH:61][CH:62]=1)[C:57]([NH2:59])=[O:58]. The catalyst is C1COCC1. The product is [F:31][C:4]1[CH:3]=[C:2]([NH:1][C:45](=[O:51])[NH:53][C:54]2[CH:55]=[C:56]([CH:60]=[CH:61][CH:62]=2)[C:57]([NH2:59])=[O:58])[CH:30]=[CH:29][C:5]=1[O:6][C:7]1[CH:12]=[CH:11][N:10]=[C:9]2[CH:13]=[C:14]([C:16]3[CH:17]=[CH:18][C:19]([CH2:22][N:23]4[CH2:27][CH2:26][CH2:25][C:24]4=[O:28])=[CH:20][N:21]=3)[S:15][C:8]=12. The yield is 0.0700. (2) The reactants are [CH3:1][C:2]1[C:3]([CH:8]2[CH2:13][CH2:12][CH2:11][CH:10]([C:14]3[C:19]([CH3:20])=[CH:18][CH:17]=[CH:16][N:15]=3)[NH:9]2)=[N:4][CH:5]=[CH:6][CH:7]=1.Br[CH2:22][C:23]1[CH:28]=[CH:27][CH:26]=[C:25]([C:29]#[N:30])[CH:24]=1.CCN(C(C)C)C(C)C. The catalyst is CN(C=O)C. The product is [CH3:1][C:2]1[C:3]([CH:8]2[CH2:13][CH2:12][CH2:11][CH:10]([C:14]3[C:19]([CH3:20])=[CH:18][CH:17]=[CH:16][N:15]=3)[N:9]2[CH2:22][C:23]2[CH:24]=[C:25]([CH:26]=[CH:27][CH:28]=2)[C:29]#[N:30])=[N:4][CH:5]=[CH:6][CH:7]=1. The yield is 0.750. (3) The reactants are C(S[C:4]1[CH:5]=[CH:6][C:7]([NH2:10])=[N:8][CH:9]=1)C.F[C:12](F)(F)[C:13](O)=O.ClC1C=CC=C(C(OO)=O)C=1.[S:29]([O-:32])([O-])=[O:30].[Na+].[Na+]. The catalyst is ClCCl. The product is [CH2:12]([S:29]([C:4]1[CH:5]=[CH:6][C:7]([NH2:10])=[N:8][CH:9]=1)(=[O:32])=[O:30])[CH3:13]. The yield is 0.970. (4) The reactants are [Br:1][CH2:2][CH2:3][CH2:4][CH2:5][CH2:6][CH2:7][CH2:8][CH2:9][CH2:10][CH2:11][CH2:12][CH2:13][CH2:14][CH2:15][CH2:16][C:17](O)=[O:18]. The catalyst is C1COCC1. The product is [Br:1][CH2:2][CH2:3][CH2:4][CH2:5][CH2:6][CH2:7][CH2:8][CH2:9][CH2:10][CH2:11][CH2:12][CH2:13][CH2:14][CH2:15][CH2:16][CH2:17][OH:18]. The yield is 0.930. (5) The reactants are [H-].[Na+].[Br:3][C:4]1[S:5][C:6]2[CH2:7][C:8]3[C:14]([C:15]4[CH:20]=[CH:19][C:18]([O:21][CH3:22])=[CH:17][CH:16]=4)=[N:13][NH:12][C:9]=3[C:10]=2[CH:11]=1.[CH3:23][Si:24]([CH2:27][CH2:28][O:29][CH2:30]Cl)([CH3:26])[CH3:25]. The catalyst is C1COCC1. The product is [Br:3][C:4]1[S:5][C:6]2[CH2:7][C:8]3[C:14]([C:15]4[CH:20]=[CH:19][C:18]([O:21][CH3:22])=[CH:17][CH:16]=4)=[N:13][N:12]([CH2:30][O:29][CH2:28][CH2:27][Si:24]([CH3:26])([CH3:25])[CH3:23])[C:9]=3[C:10]=2[CH:11]=1. The yield is 0.750. (6) The reactants are Br[C:2]1[C:11]2[C:6](=[CH:7][CH:8]=[CH:9][CH:10]=2)[CH:5]=[C:4]([S:12]([C:14]2[CH:19]=[CH:18][C:17]([F:20])=[CH:16][CH:15]=2)=[O:13])[N:3]=1.[NH2:21][C:22]1[CH:26]=[C:25]([CH3:27])[N:24]([C:28]([O:30][C:31]([CH3:34])([CH3:33])[CH3:32])=[O:29])[N:23]=1.C(=O)([O-])[O-].[Na+].[Na+]. The catalyst is C1C=CC(/C=C/C(/C=C/C2C=CC=CC=2)=O)=CC=1.C1C=CC(/C=C/C(/C=C/C2C=CC=CC=2)=O)=CC=1.C1C=CC(/C=C/C(/C=C/C2C=CC=CC=2)=O)=CC=1.[Pd].[Pd].C1(P(C2C=CC=CC=2)C2C3OC4C(=CC=CC=4P(C4C=CC=CC=4)C4C=CC=CC=4)C(C)(C)C=3C=CC=2)C=CC=CC=1.C1(C)C=CC=CC=1. The product is [F:20][C:17]1[CH:18]=[CH:19][C:14]([S:12]([C:4]2[N:3]=[C:2]([NH:21][C:22]3[CH:26]=[C:25]([CH3:27])[N:24]([C:28]([O:30][C:31]([CH3:34])([CH3:33])[CH3:32])=[O:29])[N:23]=3)[C:11]3[C:6]([CH:5]=2)=[CH:7][CH:8]=[CH:9][CH:10]=3)=[O:13])=[CH:15][CH:16]=1. The yield is 0.810. (7) The reactants are [CH2:1]([O:3][C:4]1[CH:9]=[C:8]([F:10])[CH:7]=[CH:6][C:5]=1[C:11]([F:16])([F:15])[C:12]([OH:14])=O)[CH3:2].P(Cl)(Cl)(Cl)=O.Cl.[NH2:23][CH2:24][C:25]1[CH:26]=[C:27]2[C:31](=[CH:32][CH:33]=1)[C:30](=[O:34])[N:29]([CH:35]1[CH2:40][CH2:39][C:38](=[O:41])[NH:37][C:36]1=[O:42])[CH2:28]2.C(=O)(O)[O-].[Na+]. The catalyst is N1C=CC=CC=1. The product is [O:42]=[C:36]1[CH:35]([N:29]2[CH2:28][C:27]3[C:31](=[CH:32][CH:33]=[C:25]([CH2:24][NH:23][C:12](=[O:14])[C:11]([C:5]4[CH:6]=[CH:7][C:8]([F:10])=[CH:9][C:4]=4[O:3][CH2:1][CH3:2])([F:16])[F:15])[CH:26]=3)[C:30]2=[O:34])[CH2:40][CH2:39][C:38](=[O:41])[NH:37]1. The yield is 0.250. (8) The reactants are [O:1]1[C:5]2[CH:6]=[CH:7][C:8](B(O)O)=[CH:9][C:4]=2[CH2:3][CH2:2]1.Br[C:14]1[CH:15]=[C:16]([CH:18]=[CH:19][CH:20]=1)[NH2:17].C([O-])([O-])=O.[Na+].[Na+]. The catalyst is COCCOC.C1C=CC([P]([Pd]([P](C2C=CC=CC=2)(C2C=CC=CC=2)C2C=CC=CC=2)([P](C2C=CC=CC=2)(C2C=CC=CC=2)C2C=CC=CC=2)[P](C2C=CC=CC=2)(C2C=CC=CC=2)C2C=CC=CC=2)(C2C=CC=CC=2)C2C=CC=CC=2)=CC=1. The product is [O:1]1[C:5]2[CH:6]=[CH:7][C:8]([C:14]3[CH:15]=[C:16]([NH2:17])[CH:18]=[CH:19][CH:20]=3)=[CH:9][C:4]=2[CH2:3][CH2:2]1. The yield is 0.780. (9) The yield is 0.350. The catalyst is CCOC(C)=O. The product is [CH3:31][O:30][C:26]1[CH:25]=[C:23]([NH:24][C:2]2[CH:7]=[N:6][CH:5]=[C:4]([O:8][C:9]3[CH:14]=[CH:13][CH:12]=[C:11]([NH:15][C:16](=[O:18])[CH3:17])[CH:10]=3)[N:3]=2)[CH:22]=[C:21]([O:20][CH3:19])[C:27]=1[O:28][CH3:29]. The reactants are Cl[C:2]1[CH:7]=[N:6][CH:5]=[C:4]([O:8][C:9]2[CH:14]=[CH:13][CH:12]=[C:11]([NH:15][C:16](=[O:18])[CH3:17])[CH:10]=2)[N:3]=1.[CH3:19][O:20][C:21]1[CH:22]=[C:23]([CH:25]=[C:26]([O:30][CH3:31])[C:27]=1[O:28][CH3:29])[NH2:24].